From a dataset of Forward reaction prediction with 1.9M reactions from USPTO patents (1976-2016). Predict the product of the given reaction. (1) Given the reactants C[Si](Cl)(C)C.Br[CH2:7][C:8]([O:10][CH2:11][CH3:12])=[O:9].Br[Zn]CC(OCC)=O.C=C[C@@H]1[C@@H]2C[C@H]([C@@H](O)C3C=CN=C4C=CC=CC=34)N(CC2)C1.N1C=CC=CC=1.[CH3:49][NH:50][C:51]([C:53]1[CH:62]=[CH:61][C:60]2[C:55](=[CH:56][CH:57]=[C:58]([C:63]([C:65]3[N:66]=[CH:67][N:68]([C:70]([C:83]4[CH:88]=[CH:87][CH:86]=[CH:85][CH:84]=4)([C:77]4[CH:82]=[CH:81][CH:80]=[CH:79][CH:78]=4)[C:71]4[CH:76]=[CH:75][CH:74]=[CH:73][CH:72]=4)[CH:69]=3)=[O:64])[CH:59]=2)[CH:54]=1)=[O:52].C(O)(=O)CC(CC(O)=O)(C(O)=O)O, predict the reaction product. The product is: [OH:64][C@@:63]([C:58]1[CH:57]=[CH:56][C:55]2[C:60](=[CH:61][CH:62]=[C:53]([C:51]([NH:50][CH3:49])=[O:52])[CH:54]=2)[CH:59]=1)([C:65]1[N:66]=[CH:67][N:68]([C:70]([C:71]2[CH:76]=[CH:75][CH:74]=[CH:73][CH:72]=2)([C:83]2[CH:84]=[CH:85][CH:86]=[CH:87][CH:88]=2)[C:77]2[CH:82]=[CH:81][CH:80]=[CH:79][CH:78]=2)[CH:69]=1)[CH2:7][C:8]([O:10][CH2:11][CH3:12])=[O:9]. (2) The product is: [CH2:1]([N:8]1[C:9]([CH2:10][CH2:11][CH2:12][CH2:13][CH:14]=[CH2:15])=[N:39][N:38]=[N:37]1)[C:2]1[CH:7]=[CH:6][CH:5]=[CH:4][CH:3]=1. Given the reactants [CH2:1]([NH:8][C:9](=S)[CH2:10][CH2:11][CH2:12][CH2:13][CH:14]=[CH2:15])[C:2]1[CH:7]=[CH:6][CH:5]=[CH:4][CH:3]=1.N(C(OC(C)(C)C)=O)=NC(OC(C)(C)C)=O.C[Si]([N:37]=[N+:38]=[N-:39])(C)C, predict the reaction product. (3) Given the reactants Br[C:2]1[CH:3]=[C:4]2[N:10]=[C:9]([C:11]3[CH:16]=[CH:15][CH:14]=[CH:13][C:12]=3[S:17][CH2:18][CH3:19])[N:8]([CH3:20])[C:5]2=[N:6][CH:7]=1.P([O-])([O-])([O-])=O.[K+].[K+].[K+].[C:29]1(B(O)O)[CH:34]=[CH:33][CH:32]=[CH:31][CH:30]=1.[Cl-].[NH4+], predict the reaction product. The product is: [CH2:18]([S:17][C:12]1[CH:13]=[CH:14][CH:15]=[CH:16][C:11]=1[C:9]1[N:8]([CH3:20])[C:5]2=[N:6][CH:7]=[C:2]([C:29]3[CH:34]=[CH:33][CH:32]=[CH:31][CH:30]=3)[CH:3]=[C:4]2[N:10]=1)[CH3:19]. (4) Given the reactants [C:1]1([C:14](O)=[O:15])[C:13]2[CH2:12][C:11]3[C:6](=[CH:7][CH:8]=[CH:9][CH:10]=3)[C:5]=2[CH:4]=[CH:3][CH:2]=1.C(Cl)(=O)C(Cl)=O.CN(C)C=O.[N:28]1[CH:33]=[CH:32][C:31]([C:34]2[CH:35]=[C:36]([NH2:40])[CH:37]=[CH:38][CH:39]=2)=[CH:30][N:29]=1, predict the reaction product. The product is: [N:28]1[CH:33]=[CH:32][C:31]([C:34]2[CH:35]=[C:36]([NH:40][C:14]([C:1]3[C:13]4[CH2:12][C:11]5[C:6](=[CH:7][CH:8]=[CH:9][CH:10]=5)[C:5]=4[CH:4]=[CH:3][CH:2]=3)=[O:15])[CH:37]=[CH:38][CH:39]=2)=[CH:30][N:29]=1. (5) Given the reactants [F:1][C:2]([F:38])([F:37])[C:3]1[CH:4]=[C:5]([CH:34]=[CH:35][CH:36]=1)[C:6]([NH:8][C:9]1[CH:10]=[C:11]([C:15]2[N:20]3[N:21]=[CH:22][C:23]([C:24]4[CH:25]=[C:26]([CH:31]=[CH:32][CH:33]=4)[C:27]([O:29]C)=[O:28])=[C:19]3[N:18]=[CH:17][CH:16]=2)[CH:12]=[CH:13][CH:14]=1)=[O:7].[Li+].[OH-].C(O)(=O)CC(CC(O)=O)(C(O)=O)O, predict the reaction product. The product is: [F:37][C:2]([F:1])([F:38])[C:3]1[CH:4]=[C:5]([CH:34]=[CH:35][CH:36]=1)[C:6]([NH:8][C:9]1[CH:10]=[C:11]([C:15]2[N:20]3[N:21]=[CH:22][C:23]([C:24]4[CH:25]=[C:26]([CH:31]=[CH:32][CH:33]=4)[C:27]([OH:29])=[O:28])=[C:19]3[N:18]=[CH:17][CH:16]=2)[CH:12]=[CH:13][CH:14]=1)=[O:7].